The task is: Predict the reaction yield, written as a fraction of the theoretical maximum amount of product (1.0 means a 100% yield; for example, 0.34 means a 34% yield).. This data is from Reaction yield outcomes from USPTO patents with 853,638 reactions. (1) The reactants are [Cl:1][C:2]1[CH:3]=[CH:4][CH:5]=[C:6]2[C:11]=1[N:10]=[C:9]([NH:12][CH2:13][CH2:14][O:15][CH3:16])[C:8]([C@@H:17]([NH:19][C:20]1[N:25]3[N:26]=[CH:27][CH:28]=[C:24]3[N:23]=[C:22](S(C)(=O)=O)[N:21]=1)[CH3:18])=[CH:7]2.[BH4-].[Na+].O. The catalyst is CCO.C(Cl)(Cl)Cl. The product is [Cl:1][C:2]1[CH:3]=[CH:4][CH:5]=[C:6]2[C:11]=1[N:10]=[C:9]([NH:12][CH2:13][CH2:14][O:15][CH3:16])[C:8]([C@@H:17]([NH:19][C:20]1[N:25]3[N:26]=[CH:27][CH:28]=[C:24]3[N:23]=[CH:22][N:21]=1)[CH3:18])=[CH:7]2. The yield is 0.600. (2) The reactants are [C:1]([NH:6][C:7]1[CH:8]=[C:9]([C:13]2[N:22]=[C:21]([NH:23][C:24]3[CH:25]=[C:26]4[C:30](=[CH:31][CH:32]=3)[N:29](C(OC(C)(C)C)=O)[N:28]=[CH:27]4)[C:20]3[C:15](=[CH:16][C:17]([O:44][CH3:45])=[C:18]([O:40][CH2:41][CH2:42][Cl:43])[CH:19]=3)[N:14]=2)[CH:10]=[CH:11][CH:12]=1)(=[O:5])[CH2:2][CH2:3][CH3:4].[CH3:46][N:47]1[CH2:52][CH2:51][NH:50][CH2:49][CH2:48]1. The catalyst is CS(C)=O. The product is [ClH:43].[ClH:43].[NH:29]1[C:30]2[C:26](=[CH:25][C:24]([NH:23][C:21]3[C:20]4[C:15](=[CH:16][C:17]([O:44][CH3:45])=[C:18]([O:40][CH2:41][CH2:42][N:50]5[CH2:51][CH2:52][N:47]([CH3:46])[CH2:48][CH2:49]5)[CH:19]=4)[N:14]=[C:13]([C:9]4[CH:8]=[C:7]([NH:6][C:1](=[O:5])[CH2:2][CH2:3][CH3:4])[CH:12]=[CH:11][CH:10]=4)[N:22]=3)=[CH:32][CH:31]=2)[CH:27]=[N:28]1. The yield is 0.430. (3) The reactants are [F:1][C:2]1[C:3]([CH3:26])=[C:4]([C:8]2[CH:17]=[C:16]3[C:11]([CH:12]=[C:13]([NH:18]C(=O)OC(C)(C)C)[N:14]=[CH:15]3)=[CH:10][N:9]=2)[CH:5]=[N:6][CH:7]=1.FC(F)(F)C(O)=O. The catalyst is ClCCCl. The product is [F:1][C:2]1[C:3]([CH3:26])=[C:4]([C:8]2[CH:17]=[C:16]3[C:11]([CH:12]=[C:13]([NH2:18])[N:14]=[CH:15]3)=[CH:10][N:9]=2)[CH:5]=[N:6][CH:7]=1. The yield is 0.980. (4) The reactants are [C:1]1([C:7]2[N:12]=[CH:11][C:10]([NH:13][C:14](=[O:19])[CH2:15][C:16]([OH:18])=O)=[CH:9][CH:8]=2)[CH:6]=[CH:5][CH:4]=[CH:3][CH:2]=1.CCN(C(C)C)C(C)C.[CH:29]1[CH:30]=[CH:31]C2N(O)N=[N:35][C:33]=2[CH:34]=1.CCN=C=NCCCN(C)C.Cl.Cl.[Br:52][C:53]1[CH:58]=[CH:57][CH:56]=[CH:55][C:54]=1[S:59]NC1CCNCC1. The catalyst is CN(C=O)C.O. The product is [Br:52][C:53]1[CH:58]=[CH:57][CH:56]=[CH:55][C:54]=1[S:59][CH:29]1[CH2:30][CH2:31][N:35]([C:16](=[O:18])[CH2:15][C:14]([NH:13][C:10]2[CH:11]=[N:12][C:7]([C:1]3[CH:2]=[CH:3][CH:4]=[CH:5][CH:6]=3)=[CH:8][CH:9]=2)=[O:19])[CH2:33][CH2:34]1. The yield is 0.600. (5) The reactants are [C:1](=[N:9][OH:10])([NH2:8])[C:2]1[CH:7]=[CH:6][CH:5]=[CH:4][CH:3]=1.[C:11](Cl)(=[O:15])[O:12][CH2:13][CH3:14]. The catalyst is C(Cl)(Cl)Cl. The product is [CH2:13]([O:12][C:11]([O:10][N:9]=[C:1]([C:2]1[CH:7]=[CH:6][CH:5]=[CH:4][CH:3]=1)[NH2:8])=[O:15])[CH3:14]. The yield is 0.948. (6) The reactants are [Cl:1][C:2]1[CH:27]=[C:26]([C:28]([F:31])([F:30])[F:29])[CH:25]=[CH:24][C:3]=1[CH2:4][N:5]1[C:9](/[CH:10]=[CH:11]/[C:12]([O:14]CC)=[O:13])=[CH:8][C:7]([O:17][CH2:18][C:19]2([CH3:23])[CH2:22][O:21][CH2:20]2)=[N:6]1.[OH-].[Na+].O1CCCC1. The catalyst is C(O)C. The product is [Cl:1][C:2]1[CH:27]=[C:26]([C:28]([F:29])([F:31])[F:30])[CH:25]=[CH:24][C:3]=1[CH2:4][N:5]1[C:9](/[CH:10]=[CH:11]/[C:12]([OH:14])=[O:13])=[CH:8][C:7]([O:17][CH2:18][C:19]2([CH3:23])[CH2:20][O:21][CH2:22]2)=[N:6]1. The yield is 0.820.